This data is from Reaction yield outcomes from USPTO patents with 853,638 reactions. The task is: Predict the reaction yield, written as a fraction of the theoretical maximum amount of product (1.0 means a 100% yield; for example, 0.34 means a 34% yield). (1) The reactants are Br[C:2]1[CH:13]=[N:12][C:5]2[NH:6][C:7](=[O:11])[CH2:8][CH2:9][CH2:10][C:4]=2[CH:3]=1.[C:14]([O:18][C:19]([CH3:22])([CH3:21])[CH3:20])(=[O:17])[CH:15]=[CH2:16].CCN(C(C)C)C(C)C.CC1C=CC=CC=1P(C1C=CC=CC=1C)C1C=CC=CC=1C.N#N. The catalyst is C(#N)CC.CC([O-])=O.CC([O-])=O.[Pd+2]. The product is [O:11]=[C:7]1[NH:6][C:5]2[N:12]=[CH:13][C:2](/[CH:16]=[CH:15]/[C:14]([O:18][C:19]([CH3:22])([CH3:21])[CH3:20])=[O:17])=[CH:3][C:4]=2[CH2:10][CH2:9][CH2:8]1. The yield is 0.580. (2) The reactants are [CH:1]1([C@H:7]([NH:12][C:13]([C:15]2[CH:19]=[C:18]([C:20]3[CH:25]=[CH:24][C:23]([F:26])=[CH:22][CH:21]=3)[S:17][C:16]=2[NH:27][C:28]([NH:30][C:31]2[C:36]([Cl:37])=[CH:35][CH:34]=[CH:33][C:32]=2[Cl:38])=[O:29])=[O:14])[C:8]([O:10]C)=[O:9])[CH2:6][CH2:5][CH2:4][CH2:3][CH2:2]1.[OH-].[Li+]. The catalyst is C1COCC1. The product is [CH:1]1([C@H:7]([NH:12][C:13]([C:15]2[CH:19]=[C:18]([C:20]3[CH:21]=[CH:22][C:23]([F:26])=[CH:24][CH:25]=3)[S:17][C:16]=2[NH:27][C:28]([NH:30][C:31]2[C:32]([Cl:38])=[CH:33][CH:34]=[CH:35][C:36]=2[Cl:37])=[O:29])=[O:14])[C:8]([OH:10])=[O:9])[CH2:6][CH2:5][CH2:4][CH2:3][CH2:2]1. The yield is 0.490. (3) The reactants are C([O:3][C:4](=[O:33])[CH2:5][N:6]([S:27]([N:30]([CH3:32])[CH3:31])(=[O:29])=[O:28])[CH2:7][C:8]1[CH:13]=[CH:12][C:11]([O:14][CH2:15][C:16]2[N:17]=[C:18]([C:22]3[S:23][CH:24]=[CH:25][CH:26]=3)[O:19][C:20]=2[CH3:21])=[CH:10][CH:9]=1)C.O.[OH-].[Li+]. No catalyst specified. The product is [CH3:31][N:30]([S:27]([N:6]([CH2:5][C:4]([OH:33])=[O:3])[CH2:7][C:8]1[CH:13]=[CH:12][C:11]([O:14][CH2:15][C:16]2[N:17]=[C:18]([C:22]3[S:23][CH:24]=[CH:25][CH:26]=3)[O:19][C:20]=2[CH3:21])=[CH:10][CH:9]=1)(=[O:29])=[O:28])[CH3:32]. The yield is 0.990. (4) The reactants are C(O[CH:4](OCC)[CH2:5][NH:6][C:7]([C:9]1[CH:13]=[C:12]([C:14]2[CH:19]=[CH:18][C:17]([Cl:20])=[CH:16][CH:15]=2)[N:11]([C:21]2[CH:26]=[CH:25][C:24]([Cl:27])=[CH:23][C:22]=2[Cl:28])[N:10]=1)=[O:8])C.O.[C:33]1([CH3:43])[CH:38]=[CH:37][C:36](S(O)(=O)=O)=[CH:35][CH:34]=1. The catalyst is C1(C)C=CC=CC=1. The product is [CH2:43]([N:6]1[CH:5]=[CH:4][C:13]2=[C:12]([C:14]3[CH:15]=[CH:16][C:17]([Cl:20])=[CH:18][CH:19]=3)[N:11]([C:21]3[CH:26]=[CH:25][C:24]([Cl:27])=[CH:23][C:22]=3[Cl:28])[N:10]=[C:9]2[C:7]1=[O:8])[C:33]1[CH:38]=[CH:37][CH:36]=[CH:35][CH:34]=1. The yield is 0.160. (5) The reactants are [C:1]1([N:7]2[CH2:12][CH2:11][N:10]([CH2:13][CH2:14][NH2:15])[CH2:9][CH2:8]2)[CH:6]=[CH:5][CH:4]=[CH:3][CH:2]=1.[N+:16]([C:19]1[CH:20]=[C:21]([CH2:25][C:26](Cl)=[O:27])[CH:22]=[CH:23][CH:24]=1)([O-:18])=[O:17]. The product is [N+:16]([C:19]1[CH:20]=[C:21]([CH2:25][C:26]([NH:15][CH2:14][CH2:13][N:10]2[CH2:9][CH2:8][N:7]([C:1]3[CH:2]=[CH:3][CH:4]=[CH:5][CH:6]=3)[CH2:12][CH2:11]2)=[O:27])[CH:22]=[CH:23][CH:24]=1)([O-:18])=[O:17]. The catalyst is ClCCl. The yield is 0.920. (6) The reactants are Cl[CH2:2][C:3]([NH:5][C:6]1[CH:7]=[C:8]2[C:12](=[CH:13][CH:14]=1)[NH:11][C:10](=[O:15])[CH2:9]2)=[O:4].[I-].[K+].C(N(CC)CC)C.[CH2:25]([CH:32]1[CH2:37][CH2:36][NH:35][CH2:34][CH2:33]1)[C:26]1[CH:31]=[CH:30][CH:29]=[CH:28][CH:27]=1. The catalyst is C(#N)C. The product is [CH2:25]([CH:32]1[CH2:37][CH2:36][N:35]([CH2:2][C:3]([NH:5][C:6]2[CH:7]=[C:8]3[C:12](=[CH:13][CH:14]=2)[NH:11][C:10](=[O:15])[CH2:9]3)=[O:4])[CH2:34][CH2:33]1)[C:26]1[CH:31]=[CH:30][CH:29]=[CH:28][CH:27]=1. The yield is 0.640. (7) No catalyst specified. The reactants are [Cl:1][C:2]1[CH:3]=[C:4]([NH:9][CH:10]([C:12]2[CH:13]=[C:14]([C:29](O)=[O:30])[CH:15]=[C:16]3[C:21]=2[O:20][C:19]([N:22]2[CH2:27][CH2:26][O:25][CH2:24][CH2:23]2)=[CH:18][C:17]3=[O:28])[CH3:11])[CH:5]=[CH:6][C:7]=1[F:8].[NH:32]1[CH2:37][CH2:36][CH:35]([OH:38])[CH2:34][CH2:33]1. The product is [Cl:1][C:2]1[CH:3]=[C:4]([NH:9][CH:10]([C:12]2[CH:13]=[C:14]([C:29]([N:32]3[CH2:37][CH2:36][CH:35]([OH:38])[CH2:34][CH2:33]3)=[O:30])[CH:15]=[C:16]3[C:21]=2[O:20][C:19]([N:22]2[CH2:23][CH2:24][O:25][CH2:26][CH2:27]2)=[CH:18][C:17]3=[O:28])[CH3:11])[CH:5]=[CH:6][C:7]=1[F:8]. The yield is 0.742. (8) The reactants are [CH3:1][NH:2][C:3]([C:5]1[O:9][N:8]=[C:7]([C:10]2[CH:15]=[CH:14][CH:13]=[CH:12][C:11]=2[C:16]2[N:20]([C:21]([CH3:24])([CH3:23])[CH3:22])[C:19]3[CH:25]=[CH:26][C:27](Br)=[CH:28][C:18]=3[N:17]=2)[N:6]=1)=[O:4].CC1(C)C(C)(C)OB([C:38]2[CH:39]=[N:40][C:41]([NH2:44])=[N:42][CH:43]=2)O1.[C:46]([O-])([O-])=O.[Na+].[Na+]. The catalyst is CN(C=O)C.Cl[Pd](Cl)([P](C1C=CC=CC=1)(C1C=CC=CC=1)C1C=CC=CC=1)[P](C1C=CC=CC=1)(C1C=CC=CC=1)C1C=CC=CC=1. The product is [CH3:1][NH:2][C:3]([C:5]1[O:9][N:8]=[C:7]([C:10]2[CH:15]=[CH:14][C:13]([CH3:46])=[CH:12][C:11]=2[C:16]2[N:20]([C:21]([CH3:24])([CH3:23])[CH3:22])[C:19]3[CH:25]=[CH:26][C:27]([C:38]4[CH:39]=[N:40][C:41]([NH2:44])=[N:42][CH:43]=4)=[CH:28][C:18]=3[N:17]=2)[N:6]=1)=[O:4]. The yield is 0.120. (9) The reactants are [F:1][C:2]1[C:3](B(O)O)=[N:4][CH:5]=[CH:6][CH:7]=1.C(O)C.C([O-])([O-])=O.[K+].[K+].Br[C:21]1[S:22][C:23]([N:26]([C:34]([O:36][C:37]([CH3:40])([CH3:39])[CH3:38])=[O:35])[C:27]([O:29][C:30]([CH3:33])([CH3:32])[CH3:31])=[O:28])=[CH:24][N:25]=1. The catalyst is C1C=CC([P]([Pd]([P](C2C=CC=CC=2)(C2C=CC=CC=2)C2C=CC=CC=2)([P](C2C=CC=CC=2)(C2C=CC=CC=2)C2C=CC=CC=2)[P](C2C=CC=CC=2)(C2C=CC=CC=2)C2C=CC=CC=2)(C2C=CC=CC=2)C2C=CC=CC=2)=CC=1.C1(C)C=CC=CC=1. The product is [F:1][C:2]1[CH:7]=[C:6]([C:21]2[S:22][C:23]([N:26]([C:27]([O:29][C:30]([CH3:33])([CH3:32])[CH3:31])=[O:28])[C:34]([O:36][C:37]([CH3:38])([CH3:39])[CH3:40])=[O:35])=[CH:24][N:25]=2)[CH:5]=[N:4][CH:3]=1. The yield is 0.730. (10) The reactants are [NH2:1][CH2:2][CH2:3][SH:4].[F:5][C:6]([F:16])([F:15])[C:7](=[O:14])[CH:8]=[C:9](SC)SC. The catalyst is C(O)C. The product is [F:5][C:6]([F:16])([F:15])[C:7](=[O:14])[CH:8]=[C:9]1[NH:1][CH2:2][CH2:3][S:4]1. The yield is 0.810.